Dataset: NCI-60 drug combinations with 297,098 pairs across 59 cell lines. Task: Regression. Given two drug SMILES strings and cell line genomic features, predict the synergy score measuring deviation from expected non-interaction effect. (1) Drug 1: C1CN1C2=NC(=NC(=N2)N3CC3)N4CC4. Drug 2: C(CN)CNCCSP(=O)(O)O. Cell line: DU-145. Synergy scores: CSS=29.3, Synergy_ZIP=7.31, Synergy_Bliss=10.5, Synergy_Loewe=-45.0, Synergy_HSA=8.17. (2) Drug 1: C1=NC(=NC(=O)N1C2C(C(C(O2)CO)O)O)N. Drug 2: C1CCC(C(C1)N)N.C(=O)(C(=O)[O-])[O-].[Pt+4]. Cell line: SN12C. Synergy scores: CSS=27.2, Synergy_ZIP=-6.76, Synergy_Bliss=-0.364, Synergy_Loewe=-3.86, Synergy_HSA=-0.470. (3) Drug 1: C1=NC2=C(N=C(N=C2N1C3C(C(C(O3)CO)O)O)F)N. Drug 2: CCN(CC)CCCC(C)NC1=C2C=C(C=CC2=NC3=C1C=CC(=C3)Cl)OC. Cell line: PC-3. Synergy scores: CSS=3.58, Synergy_ZIP=-6.00, Synergy_Bliss=-5.02, Synergy_Loewe=-4.88, Synergy_HSA=-3.23.